This data is from Catalyst prediction with 721,799 reactions and 888 catalyst types from USPTO. The task is: Predict which catalyst facilitates the given reaction. (1) Product: [N:10]1[CH:11]=[CH:12][CH:13]=[CH:14][C:15]=1[CH2:18][NH:7][C:6]1[CH:8]=[CH:9][C:3]([S:2][CH3:1])=[CH:4][CH:5]=1. The catalyst class is: 4. Reactant: [CH3:1][S:2][C:3]1[CH:9]=[CH:8][C:6]([NH2:7])=[CH:5][CH:4]=1.[N:10]1[CH:15]=[CH:14][CH:13]=[C:12](C=O)[CH:11]=1.[C:18](O[BH-](OC(=O)C)OC(=O)C)(=O)C.[Na+]. (2) Reactant: [N:1]1([C:7]2[CH:12]=[C:11]([N:13]3[CH2:18][CH2:17][CH2:16][CH2:15][CH2:14]3)[CH:10]=[CH:9][C:8]=2[NH:19][C:20]([C:22]2[O:23][C:24]([C:27]#[N:28])=[CH:25][CH:26]=2)=[O:21])[CH2:6][CH2:5][CH2:4][CH2:3][CH2:2]1.[NH2:29][OH:30]. Product: [N:1]1([C:7]2[CH:12]=[C:11]([N:13]3[CH2:18][CH2:17][CH2:16][CH2:15][CH2:14]3)[CH:10]=[CH:9][C:8]=2[NH:19][C:20]([C:22]2[O:23][C:24]([C:27](=[NH:28])[NH:29][OH:30])=[CH:25][CH:26]=2)=[O:21])[CH2:6][CH2:5][CH2:4][CH2:3][CH2:2]1. The catalyst class is: 14. (3) Reactant: [C:1]([NH:5][C:6]1[N:7]=[C:8]([NH:20][C:21]2[CH:26]=[C:25]([CH:27]=[CH2:28])[N:24]=[CH:23][N:22]=2)[CH:9]=[C:10]2[C:15]=1[C:14](=[O:16])[N:13]([CH2:17][CH2:18][OH:19])[CH:12]=[CH:11]2)([CH3:4])([CH3:3])[CH3:2]. Product: [C:1]([NH:5][C:6]1[N:7]=[C:8]([NH:20][C:21]2[CH:26]=[C:25]([CH2:27][CH3:28])[N:24]=[CH:23][N:22]=2)[CH:9]=[C:10]2[C:15]=1[C:14](=[O:16])[N:13]([CH2:17][CH2:18][OH:19])[CH:12]=[CH:11]2)([CH3:4])([CH3:3])[CH3:2]. The catalyst class is: 19.